Dataset: Forward reaction prediction with 1.9M reactions from USPTO patents (1976-2016). Task: Predict the product of the given reaction. (1) Given the reactants C(OC1N=CC([NH:15][C:16]2[CH:21]=[C:20]([C:22]3[CH:30]=[CH:29][CH:28]=[C:27]4[C:23]=3[CH:24]=[CH:25][N:26]4[Si](C(C)C)(C(C)C)C(C)C)C=C(OCC3C=CC(OC)=CC=3)[CH:17]=2)=CC=1)C1C=CC=CC=1.C([O:58][C:59]1[N:64]=[CH:63][C:62](NC2C=C(OCC3C=CC(OC)=CC=3)C=C(Br)C=2)=[CH:61][CH:60]=1)C1C=CC=CC=1.[CH3:83][C:84]1(C)C(C)(C)OB(C2C=CC=C3C=2C=CN3[Si](C(C)C)(C(C)C)C(C)C)[O:85]1.[O-]P([O-])([O-])=O.[K+].[K+].[K+], predict the reaction product. The product is: [OH:85][C:84]1[CH:17]=[C:16]([NH:15][C:60]2[C:59]([OH:58])=[N:64][CH:63]=[CH:62][CH:61]=2)[CH:21]=[C:20]([C:22]2[CH:30]=[CH:29][CH:28]=[C:27]3[C:23]=2[CH:24]=[CH:25][NH:26]3)[CH:83]=1. (2) Given the reactants C(CC[S:5][C:6](=[S:15])[NH:7][CH2:8][C:9]1[CH:10]=[N:11][CH:12]=[CH:13][CH:14]=1)#N.[ClH:16], predict the reaction product. The product is: [ClH:16].[C:8]([CH2:9][CH2:14][N:7]([CH2:8][C:9]1[CH:10]=[N:11][CH:12]=[CH:13][CH:14]=1)[C:6](=[S:15])[SH:5])#[N:7]. (3) Given the reactants C([C@H]([C@@H](C(O)=O)O)O)(O)=O.[NH2:11][C@@H:12]([C:15]1[CH:16]=[C:17]([CH:25]=[CH:26][N:27]=1)[C:18]([O:20][C:21]([CH3:24])([CH3:23])[CH3:22])=[O:19])[CH2:13][CH3:14].CN(C)C=O.C(N(CC)CC)C.[Cl:40][C:41]1[CH:42]=[CH:43][C:44]([O:80][CH3:81])=[C:45]([CH:79]=1)[CH2:46][C@H:47]1[C:53](=[O:54])[N:52]([C:55](OC2C=CC=CC=2Cl)=[O:56])[CH2:51][C:50](=[O:65])[N:49]([CH2:66][C:67]2[C:72]([O:73][CH3:74])=[CH:71][C:70]([O:75][CH3:76])=[CH:69][C:68]=2[O:77][CH3:78])[CH2:48]1, predict the reaction product. The product is: [Cl:40][C:41]1[CH:42]=[CH:43][C:44]([O:80][CH3:81])=[C:45]([CH:79]=1)[CH2:46][C@H:47]1[C:53](=[O:54])[N:52]([C:55]([NH:11][C@@H:12]([C:15]2[CH:16]=[C:17]([CH:25]=[CH:26][N:27]=2)[C:18]([O:20][C:21]([CH3:22])([CH3:23])[CH3:24])=[O:19])[CH2:13][CH3:14])=[O:56])[CH2:51][C:50](=[O:65])[N:49]([CH2:66][C:67]2[C:68]([O:77][CH3:78])=[CH:69][C:70]([O:75][CH3:76])=[CH:71][C:72]=2[O:73][CH3:74])[CH2:48]1. (4) Given the reactants [CH3:1][C@@:2]([C:6]([OH:8])=[O:7])([CH2:4][OH:5])[NH2:3].[ClH:9].O1CCOC[CH2:11]1, predict the reaction product. The product is: [ClH:9].[CH3:1][C@@:2]([C:6]([O:8][CH3:11])=[O:7])([CH2:4][OH:5])[NH2:3]. (5) Given the reactants [Br:1][C:2]1[CH:7]=[C:6]([CH2:8][OH:9])[CH:5]=[C:4]([OH:10])[C:3]=1[C:11]([C:13]1[CH:18]=[CH:17][C:16]([O:19][CH3:20])=[CH:15][CH:14]=1)=[O:12].[C:21](OC=C)(=[O:23])[CH3:22].CCCC[Sn](Cl)(O[Sn](Cl)(CCCC)CCCC)CCCC.C(OCC1C=C(O)C(C(C2C=CC(OC)=CC=2)=O)=C(Cl)C=1)(=O)C, predict the reaction product. The product is: [C:21]([O:9][CH2:8][C:6]1[CH:5]=[C:4]([OH:10])[C:3]([C:11]([C:13]2[CH:18]=[CH:17][C:16]([O:19][CH3:20])=[CH:15][CH:14]=2)=[O:12])=[C:2]([Br:1])[CH:7]=1)(=[O:23])[CH3:22]. (6) Given the reactants [H-].[Na+].C(S)C.[CH:6]1([C:9]2[C:10]([O:34]C)=[CH:11][CH:12]=[C:13]3[C:18]=2[O:17][C:16]([C:19]2[CH:24]=[CH:23][C:22]([O:25]CC4C=CC=CC=4)=[CH:21][CH:20]=2)=[CH:15][C:14]3=[O:33])[CH2:8][CH2:7]1.O, predict the reaction product. The product is: [CH:6]1([C:9]2[C:10]([OH:34])=[CH:11][CH:12]=[C:13]3[C:18]=2[O:17][C:16]([C:19]2[CH:24]=[CH:23][C:22]([OH:25])=[CH:21][CH:20]=2)=[CH:15][C:14]3=[O:33])[CH2:8][CH2:7]1. (7) Given the reactants C(O[C:6]([N:8](C)[C@H:9]([C:20]([NH:22][C@H:23]([C:28]([N:30]([C@@H:32]([CH:41]([CH3:43])[CH3:42])/[CH:33]=[C:34](\[CH3:40])/[C:35]([O:37][CH2:38][CH3:39])=[O:36])[CH3:31])=[O:29])[C:24]([CH3:27])([CH3:26])[CH3:25])=[O:21])[C:10]([CH3:19])([CH3:18])[C:11]1[CH:16]=[CH:15][CH:14]=[CH:13][C:12]=1[CH3:17])=O)(C)(C)C.FC(F)(F)C(O)=O, predict the reaction product. The product is: [CH3:6][NH:8][C@H:9]([C:20]([NH:22][C@H:23]([C:28]([N:30]([C@@H:32]([CH:41]([CH3:42])[CH3:43])/[CH:33]=[C:34](\[CH3:40])/[C:35]([O:37][CH2:38][CH3:39])=[O:36])[CH3:31])=[O:29])[C:24]([CH3:27])([CH3:26])[CH3:25])=[O:21])[C:10]([CH3:19])([CH3:18])[C:11]1[CH:16]=[CH:15][CH:14]=[CH:13][C:12]=1[CH3:17].[CH3:6][NH:8][C@@H:9]([C:20]([NH:22][C@H:23]([C:28]([N:30]([C@@H:32]([CH:41]([CH3:42])[CH3:43])/[CH:33]=[C:34](\[CH3:40])/[C:35]([O:37][CH2:38][CH3:39])=[O:36])[CH3:31])=[O:29])[C:24]([CH3:27])([CH3:26])[CH3:25])=[O:21])[C:10]([CH3:19])([CH3:18])[C:11]1[CH:16]=[CH:15][CH:14]=[CH:13][C:12]=1[CH3:17].